Predict which catalyst facilitates the given reaction. From a dataset of Catalyst prediction with 721,799 reactions and 888 catalyst types from USPTO. (1) Reactant: Cl[C:2]1[N:7]=[C:6]([C:8]2[N:9]([CH:14]([CH3:16])[CH3:15])[C:10]([CH3:13])=[N:11][CH:12]=2)[CH:5]=[CH:4][N:3]=1.Cl.[NH2:18][CH:19]1[CH2:24][CH2:23][CH2:22][CH:21]([C:25]([O:27][CH3:28])=[O:26])[CH2:20]1.C(N(CC)CC)C.C([O-])(O)=O.[Na+]. Product: [CH3:13][C:10]1[N:9]([CH:14]([CH3:16])[CH3:15])[C:8]([C:6]2[CH:5]=[CH:4][N:3]=[C:2]([NH:18][CH:19]3[CH2:24][CH2:23][CH2:22][CH:21]([C:25]([O:27][CH3:28])=[O:26])[CH2:20]3)[N:7]=2)=[CH:12][N:11]=1. The catalyst class is: 44. (2) Reactant: [CH3:1][O:2][C:3]1[CH:10]=[CH:9][C:6]([CH2:7][NH2:8])=[CH:5][CH:4]=1.[C:11]([O:20][CH3:21])(=[O:19])[C:12]([CH2:14][C:15](OC)=[O:16])=[CH2:13].Cl.CCOCC. Product: [CH3:21][O:20][C:11]([CH:12]1[CH2:14][C:15](=[O:16])[N:8]([CH2:7][C:6]2[CH:9]=[CH:10][C:3]([O:2][CH3:1])=[CH:4][CH:5]=2)[CH2:13]1)=[O:19]. The catalyst class is: 5. (3) Reactant: [Br:1][C:2]1[CH:3]=[C:4]([CH3:13])[CH:5]=[C:6]2[C:11]=1[N:10]=[CH:9][N:8]=[C:7]2Cl.C1(C)C=CC(S(NN)(=O)=O)=CC=1.C(=O)([O-])[O-].[Na+].[Na+]. Product: [Br:1][C:2]1[CH:3]=[C:4]([CH3:13])[CH:5]=[C:6]2[C:11]=1[N:10]=[CH:9][N:8]=[CH:7]2. The catalyst class is: 46. (4) Reactant: [C:1]([NH:11][CH2:12][CH2:13][CH2:14][C@@H:15]([C:17]([OH:19])=[O:18])[NH2:16])([O:3][CH2:4][C:5]1[CH:10]=[CH:9][CH:8]=[CH:7][CH:6]=1)=[O:2].C(NCC)C.CCN=C=NCCCN(C)C.Cl.[C:37]([N:44]([CH2:52][C:53]1[N:54]=[CH:55][C:56]([C:59](O)=[O:60])=[N:57][CH:58]=1)[CH2:45][C:46]1[CH:51]=[CH:50][CH:49]=[CH:48][N:47]=1)([O:39][C:40]([CH3:43])([CH3:42])[CH3:41])=[O:38]. The catalyst class is: 239. Product: [C:37]([N:44]([CH2:52][C:53]1[N:54]=[CH:55][C:56]([C:59]([NH:16][C@H:15]([C:17]([OH:19])=[O:18])[CH2:14][CH2:13][CH2:12][NH:11][C:1]([O:3][CH2:4][C:5]2[CH:10]=[CH:9][CH:8]=[CH:7][CH:6]=2)=[O:2])=[O:60])=[N:57][CH:58]=1)[CH2:45][C:46]1[CH:51]=[CH:50][CH:49]=[CH:48][N:47]=1)([O:39][C:40]([CH3:43])([CH3:42])[CH3:41])=[O:38]. (5) Reactant: N1CCC[C@H]1C(O)=O.[C:9]1(=[O:15])[CH2:14][CH2:13][CH2:12][CH2:11][CH2:10]1.[N:16]([C:18]1[CH:23]=[CH:22][CH:21]=[CH:20][CH:19]=1)=[O:17]. Product: [C:18]1([NH:16][O:17][CH:10]2[CH2:11][CH2:12][CH2:13][CH2:14][C:9]2=[O:15])[CH:23]=[CH:22][CH:21]=[CH:20][CH:19]=1. The catalyst class is: 16. (6) The catalyst class is: 5. Reactant: [NH2:1][CH2:2][C@@H:3]1[O:8][CH2:7][C@@H:6]([N:9]2[C:13]3=[C:14]4[S:20][CH:19]=[CH:18][C:15]4=[N:16][CH:17]=[C:12]3[N:11]=[C:10]2[C@H:21]([OH:23])[CH3:22])[CH2:5][CH2:4]1.C(N(CC)C(C)C)(C)C.[CH3:33][S:34](Cl)(=[O:36])=[O:35]. Product: [OH:23][C@@H:21]([C:10]1[N:9]([C@@H:6]2[CH2:7][O:8][C@@H:3]([CH2:2][NH:1][S:34]([CH3:33])(=[O:36])=[O:35])[CH2:4][CH2:5]2)[C:13]2=[C:14]3[S:20][CH:19]=[CH:18][C:15]3=[N:16][CH:17]=[C:12]2[N:11]=1)[CH3:22].